From a dataset of Forward reaction prediction with 1.9M reactions from USPTO patents (1976-2016). Predict the product of the given reaction. (1) The product is: [NH2:1][CH:2]1[CH2:7][CH2:6][CH2:5][CH2:4][CH:3]1[C:8]#[N:9]. Given the reactants [NH2:1][C:2]1[CH2:7][CH2:6][CH2:5][CH2:4][C:3]=1[C:8]#[N:9].[BH3-]C#N.[Na+], predict the reaction product. (2) Given the reactants [CH2:1]([O:3][C:4]([C:6]1[CH:41]=[CH:40][C:9]2[N:10]([CH:34]3[CH2:39][CH2:38][CH2:37][CH2:36][CH2:35]3)[C:11]([C:13]3[CH:14]=[C:15]4[C:20](=[CH:21][CH:22]=3)[N:19]=[C:18]([C:23](=[O:33])NCC3C=CC(Cl)=CC=3)[CH:17]=[CH:16]4)=[N:12][C:8]=2[CH:7]=1)=[O:5])[CH3:2].[Cl:42][C:43]1[CH:48]=[CH:47][C:46]([NH:49][CH:50]2[CH2:55][CH2:54][CH2:53][CH2:52][CH2:51]2)=[CH:45][CH:44]=1, predict the reaction product. The product is: [CH2:1]([O:3][C:4]([C:6]1[CH:41]=[CH:40][C:9]2[N:10]([CH:34]3[CH2:39][CH2:38][CH2:37][CH2:36][CH2:35]3)[C:11]([C:13]3[CH:14]=[C:15]4[C:20](=[CH:21][CH:22]=3)[N:19]=[C:18]([C:23](=[O:33])[N:49]([C:46]3[CH:45]=[CH:44][C:43]([Cl:42])=[CH:48][CH:47]=3)[CH:50]3[CH2:55][CH2:54][CH2:53][CH2:52][CH2:51]3)[CH:17]=[CH:16]4)=[N:12][C:8]=2[CH:7]=1)=[O:5])[CH3:2]. (3) Given the reactants C1([C@@H](C(C2C=CC=CC=2)O)[OH:8])C=CC=CC=1.C1(C)C=CC=CC=1.[Cl:24][C:25]1[C:26]2[S:46][CH2:45][CH2:44][C:27]=2[N:28]=[C:29]([N:31]2[CH2:36][CH2:35][N:34]([C:37]3[CH:42]=[CH:41][C:40]([Cl:43])=[CH:39][CH:38]=3)[CH2:33][CH2:32]2)[N:30]=1.CC(OO)(C)C, predict the reaction product. The product is: [Cl:24][C:25]1[C:26]2[S@:46](=[O:8])[CH2:45][CH2:44][C:27]=2[N:28]=[C:29]([N:31]2[CH2:32][CH2:33][N:34]([C:37]3[CH:38]=[CH:39][C:40]([Cl:43])=[CH:41][CH:42]=3)[CH2:35][CH2:36]2)[N:30]=1. (4) Given the reactants [CH3:1][O:2][C:3](=[O:16])[CH:4](OS(C)(=O)=O)[C:5]1[S:6][C:7]([CH3:10])=[CH:8][CH:9]=1.[NH2:17][C:18]1[CH:23]=[CH:22][CH:21]=[CH:20][CH:19]=1.C(N(C(C)C)C(C)C)C, predict the reaction product. The product is: [CH3:1][O:2][C:3](=[O:16])[CH:4]([C:5]1[S:6][C:7]([CH3:10])=[CH:8][CH:9]=1)[NH:17][C:18]1[CH:23]=[CH:22][CH:21]=[CH:20][CH:19]=1. (5) Given the reactants [CH3:1][O:2][CH2:3][CH2:4][O:5][C:6]1[CH:11]=[C:10]([CH3:12])[C:9]([C:13]2[CH:18]=[CH:17][CH:16]=[C:15]([CH2:19][O:20][C:21]3[CH:26]=[CH:25][C:24]([C:27]4([CH2:31][C:32]([O:34]CC)=[O:33])[CH2:30][O:29][CH2:28]4)=[CH:23][CH:22]=3)[CH:14]=2)=[C:8]([CH3:37])[CH:7]=1, predict the reaction product. The product is: [CH3:1][O:2][CH2:3][CH2:4][O:5][C:6]1[CH:11]=[C:10]([CH3:12])[C:9]([C:13]2[CH:18]=[CH:17][CH:16]=[C:15]([CH2:19][O:20][C:21]3[CH:26]=[CH:25][C:24]([C:27]4([CH2:31][C:32]([OH:34])=[O:33])[CH2:28][O:29][CH2:30]4)=[CH:23][CH:22]=3)[CH:14]=2)=[C:8]([CH3:37])[CH:7]=1.